Dataset: Reaction yield outcomes from USPTO patents with 853,638 reactions. Task: Predict the reaction yield, written as a fraction of the theoretical maximum amount of product (1.0 means a 100% yield; for example, 0.34 means a 34% yield). (1) The reactants are Br.[CH3:2][NH:3][C:4]1[CH:9]=[CH:8][N:7]2[CH:10]=[C:11]([C:13]3[CH:14]=[C:15]([OH:19])[CH:16]=[CH:17][CH:18]=3)[N:12]=[C:6]2[CH:5]=1.N1(C2C=CN3C=C(C4C=CC(O)=CC=4)N=C3C=2)CCC1.[F:40][CH2:41][CH2:42][CH2:43]I. No catalyst specified. The product is [F:40][CH2:41][CH2:42][CH2:43][O:19][C:15]1[CH:14]=[C:13]([C:11]2[N:12]=[C:6]3[CH:5]=[C:4]([NH:3][CH3:2])[CH:9]=[CH:8][N:7]3[CH:10]=2)[CH:18]=[CH:17][CH:16]=1. The yield is 0.410. (2) The reactants are [F:1][C:2]1[CH:10]=[CH:9][CH:8]=[C:7]2[C:3]=1[CH:4]=[C:5]([C:11]([OH:13])=O)[NH:6]2.[NH4+].[Cl-].CC[N:18]=C=NCCCN(C)C.C1C=CC2N(O)N=NC=2C=1. The product is [F:1][C:2]1[CH:10]=[CH:9][CH:8]=[C:7]2[C:3]=1[CH:4]=[C:5]([C:11]([NH2:18])=[O:13])[NH:6]2. The catalyst is CN(C=O)C. The yield is 0.730. (3) The reactants are [F:1][C:2]1[CH:3]=[C:4]([CH:8]=[CH:9][CH:10]=1)[C:5]([OH:7])=[O:6].[N+:11]([O-])([OH:13])=[O:12]. The catalyst is OS(O)(=O)=O. The product is [F:1][C:2]1[CH:10]=[CH:9][C:8]([N+:11]([O-:13])=[O:12])=[C:4]([CH:3]=1)[C:5]([OH:7])=[O:6]. The yield is 0.920. (4) The reactants are O=C1C2C(=CC=CC=2)C(=O)[N:3]1[CH2:12][C@@H:13]([CH3:41])[CH2:14][N:15]1[CH:20]=[C:19]([F:21])[CH:18]=[C:17]([C@H:22]2[CH2:26][CH2:25][CH2:24][N:23]2[C:27]2[CH:32]=[CH:31][N:30]3[N:33]=[CH:34][C:35]([C:36]([O:38][CH3:39])=[O:37])=[C:29]3[N:28]=2)[C:16]1=[O:40].NN. The catalyst is CO.C1COCC1. The product is [NH2:3][CH2:12][C@@H:13]([CH3:41])[CH2:14][N:15]1[CH:20]=[C:19]([F:21])[CH:18]=[C:17]([C@H:22]2[CH2:26][CH2:25][CH2:24][N:23]2[C:27]2[CH:32]=[CH:31][N:30]3[N:33]=[CH:34][C:35]([C:36]([O:38][CH3:39])=[O:37])=[C:29]3[N:28]=2)[C:16]1=[O:40]. The yield is 0.770. (5) The reactants are Cl[S:2]([C:5]1[CH:6]=[C:7]2[C:11](=[CH:12][CH:13]=1)[NH:10][C:9](=[O:14])[CH2:8]2)(=[O:4])=[O:3].[NH2:15][C:16]1[CH:17]=[N:18][CH:19]=[CH:20][CH:21]=1. The catalyst is N1C=CC=CC=1. The product is [N:18]1[CH:19]=[CH:20][CH:21]=[C:16]([NH:15][S:2]([C:5]2[CH:6]=[C:7]3[C:11](=[CH:12][CH:13]=2)[NH:10][C:9](=[O:14])[CH2:8]3)(=[O:4])=[O:3])[CH:17]=1. The yield is 0.380. (6) The reactants are [ClH:1].C([N:9]1[CH2:14][CH2:13][CH:12]([C:15]([O:17][CH2:18][CH3:19])=[O:16])[C:11](=[O:20])[CH2:10]1)C1C=CC=CC=1. The catalyst is C(O)C.[Pd]. The product is [ClH:1].[O:20]=[C:11]1[CH:12]([C:15]([O:17][CH2:18][CH3:19])=[O:16])[CH2:13][CH2:14][NH:9][CH2:10]1. The yield is 0.840. (7) The reactants are [Cl:1][C:2]1[CH:3]=[C:4]([CH:7]=[CH:8][CH:9]=1)[CH2:5][OH:6].[H-].[Na+].[Cl:12][C:13]1[CH:18]=[N:17][CH:16]=[C:15](Cl)[N:14]=1. The catalyst is C1(C)C=CC=CC=1. The product is [Cl:12][C:13]1[CH:18]=[N:17][CH:16]=[C:15]([O:6][CH2:5][C:4]2[CH:7]=[CH:8][CH:9]=[C:2]([Cl:1])[CH:3]=2)[N:14]=1. The yield is 0.580.